This data is from Forward reaction prediction with 1.9M reactions from USPTO patents (1976-2016). The task is: Predict the product of the given reaction. (1) Given the reactants [NH2:1][CH2:2][C@H:3]1[CH2:8][O:7][CH2:6][CH2:5][N:4]1[C:9]([O:11][C:12]([CH3:15])([CH3:14])[CH3:13])=[O:10].N1C=CC=CC=1.[C:22](Cl)(=[O:24])[CH3:23], predict the reaction product. The product is: [C:22]([NH:1][CH2:2][C@H:3]1[CH2:8][O:7][CH2:6][CH2:5][N:4]1[C:9]([O:11][C:12]([CH3:15])([CH3:14])[CH3:13])=[O:10])(=[O:24])[CH3:23]. (2) Given the reactants [I:1][C:2]1[CH:7]=[CH:6][N:5]=[C:4]([CH:8]([CH2:11][CH3:12])[C:9]#[N:10])[CH:3]=1.I[CH2:14][CH3:15].NC1N=CC(C2C=CN=C(C3(C#N)CCOCC3)C=2)=NC=1C1ON=C(C2C=CC(CNC)=CC=2)C=1, predict the reaction product. The product is: [CH2:11]([C:8]([C:4]1[CH:3]=[C:2]([I:1])[CH:7]=[CH:6][N:5]=1)([CH2:14][CH3:15])[C:9]#[N:10])[CH3:12]. (3) Given the reactants [C:1]([C:5]1[N:9]([C:10]2[CH:11]=[C:12]([C:16]3[CH:21]=[CH:20][CH:19]=[CH:18][C:17]=3[Cl:22])[CH:13]=[CH:14][CH:15]=2)[N:8]=[C:7]([C:23]([OH:25])=O)[CH:6]=1)([CH3:4])([CH3:3])[CH3:2].C1C=CC2N(O)N=[N:32]C=2C=1.C(N(CC)C(C)C)C.[Cl-].[NH4+], predict the reaction product. The product is: [C:1]([C:5]1[N:9]([C:10]2[CH:11]=[C:12]([C:16]3[CH:21]=[CH:20][CH:19]=[CH:18][C:17]=3[Cl:22])[CH:13]=[CH:14][CH:15]=2)[N:8]=[C:7]([C:23]([NH2:32])=[O:25])[CH:6]=1)([CH3:4])([CH3:2])[CH3:3].